From a dataset of Full USPTO retrosynthesis dataset with 1.9M reactions from patents (1976-2016). Predict the reactants needed to synthesize the given product. Given the product [F:13][C:14]([P:16](=[O:23])([O:17][CH2:18][CH3:19])[O:20][CH2:21][CH3:22])([F:15])[CH2:27][CH2:26][CH2:25][I:24], predict the reactants needed to synthesize it. The reactants are: C(NC(C)C)(C)C.C([Li])CCC.[F:13][CH:14]([P:16](=[O:23])([O:20][CH2:21][CH3:22])[O:17][CH2:18][CH3:19])[F:15].[I:24][CH2:25][CH2:26][CH2:27]I.